From a dataset of Reaction yield outcomes from USPTO patents with 853,638 reactions. Predict the reaction yield, written as a fraction of the theoretical maximum amount of product (1.0 means a 100% yield; for example, 0.34 means a 34% yield). (1) The reactants are C[O:2][C:3]([C:5]1[N:6]=[CH:7][C:8]([N:11]2[CH2:16][CH2:15][N:14]([C:17]3[N:18]=[N:19][C:20]([C:25]4[CH:30]=[CH:29][C:28]([C:31]([F:34])([F:33])[F:32])=[CH:27][CH:26]=4)=[C:21]([CH3:24])[C:22]=3[CH3:23])[CH2:13][C@H:12]2[CH3:35])=[N:9][CH:10]=1)=[O:4].[Li+].[OH-]. The catalyst is CO. The product is [F:34][C:31]([F:32])([F:33])[C:28]1[CH:27]=[CH:26][C:25]([C:20]2[N:19]=[N:18][C:17]([N:14]3[CH2:15][CH2:16][N:11]([C:8]4[CH:7]=[N:6][C:5]([C:3]([OH:4])=[O:2])=[CH:10][N:9]=4)[C@H:12]([CH3:35])[CH2:13]3)=[C:22]([CH3:23])[C:21]=2[CH3:24])=[CH:30][CH:29]=1. The yield is 0.980. (2) The reactants are Br[CH2:2][C:3]1[CH:4]=[C:5]2[C:10](=[CH:11][CH:12]=1)[N:9]=[CH:8][CH:7]=[N:6]2.[CH3:13][C:14]1[N:19]=[C:18]([SH:20])[N:17]=[C:16]([OH:21])[CH:15]=1.C(N(CC)CC)C. The catalyst is C(O)C. The product is [CH3:13][C:14]1[N:19]=[C:18]([S:20][CH2:2][C:3]2[CH:4]=[C:5]3[C:10](=[CH:11][CH:12]=2)[N:9]=[CH:8][CH:7]=[N:6]3)[N:17]=[C:16]([OH:21])[CH:15]=1. The yield is 0.750.